From a dataset of Full USPTO retrosynthesis dataset with 1.9M reactions from patents (1976-2016). Predict the reactants needed to synthesize the given product. (1) Given the product [NH2:9][C:10]1[O:11][C@H:12]([C:33]([F:36])([F:35])[F:34])[CH2:13][C@:14]([C:18]2[CH:19]=[C:20]([CH:29]=[CH:30][C:31]=2[F:32])[C:21]([NH:23][C@@H:24]([CH3:28])[CH2:25][O:26][CH3:27])=[O:22])([CH2:16][F:17])[N:15]=1, predict the reactants needed to synthesize it. The reactants are: C([NH:9][C:10]1[O:11][C@H:12]([C:33]([F:36])([F:35])[F:34])[CH2:13][C@:14]([C:18]2[CH:19]=[C:20]([CH:29]=[CH:30][C:31]=2[F:32])[C:21]([NH:23][C@@H:24]([CH3:28])[CH2:25][O:26][CH3:27])=[O:22])([CH2:16][F:17])[N:15]=1)(=O)C1C=CC=CC=1.N12CCCN=C1CCCCC2. (2) Given the product [C:21]([O:20][C:18](=[O:19])[N:2]([C@H:3]1[CH2:8][CH2:7][C@H:6]([OH:9])[CH2:5][CH2:4]1)[CH3:1])([CH3:22])([CH3:23])[CH3:24], predict the reactants needed to synthesize it. The reactants are: [CH3:1][NH:2][C@H:3]1[CH2:8][CH2:7][C@H:6]([OH:9])[CH2:5][CH2:4]1.[C:21]([O:20][C:18](O[C:18]([O:20][C:21]([CH3:24])([CH3:23])[CH3:22])=[O:19])=[O:19])([CH3:24])([CH3:23])[CH3:22]. (3) Given the product [Br:2][C:6]1[CH:7]=[C:8]2[C:13](=[CH:14][CH:15]=1)[O:12][C:11]([C:16]1[CH:21]=[CH:20][C:19]([OH:22])=[CH:18][CH:17]=1)=[CH:10][C:9]2=[O:24], predict the reactants needed to synthesize it. The reactants are: B(Br)(Br)[Br:2].I[C:6]1[CH:7]=[C:8]2[C:13](=[CH:14][CH:15]=1)[O:12][C:11]([C:16]1[CH:21]=[CH:20][C:19]([O:22]C)=[CH:18][CH:17]=1)=[CH:10][C:9]2=[O:24]. (4) Given the product [Cl:6][C:7]1[CH:8]=[C:9]([CH:10]([OH:11])[CH3:2])[C:12]([N+:15]([O-:17])=[O:16])=[CH:13][N:14]=1, predict the reactants needed to synthesize it. The reactants are: Cl[CH2:2]Cl.C[Li].[Cl:6][C:7]1[CH:8]=[C:9]([C:12]([N+:15]([O-:17])=[O:16])=[CH:13][N:14]=1)[CH:10]=[O:11].O. (5) Given the product [Br:33][C:34]1[CH:35]=[C:36]([C:40]([N:42]=[C:43]=[S:44])=[O:41])[CH:37]=[CH:38][CH:39]=1.[Br:33][C:34]1[CH:35]=[C:36]([CH:37]=[CH:38][CH:39]=1)[C:40]([NH:42][C:43]([NH:30][C:29]1[CH:31]=[CH:32][C:26]([O:25][C:16]2[C:15]3[C:20](=[CH:21][C:22]([O:23][CH3:24])=[C:13]([O:12][CH3:11])[CH:14]=3)[N:19]=[CH:18][CH:17]=2)=[CH:27][CH:28]=1)=[S:44])=[O:41], predict the reactants needed to synthesize it. The reactants are: BrC1C=C(C(Cl)=O)C=CC=1.[CH3:11][O:12][C:13]1[CH:14]=[C:15]2[C:20](=[CH:21][C:22]=1[O:23][CH3:24])[N:19]=[CH:18][CH:17]=[C:16]2[O:25][C:26]1[CH:32]=[CH:31][C:29]([NH2:30])=[CH:28][CH:27]=1.[Br:33][C:34]1[CH:35]=[C:36]([C:40]([N:42]=[C:43]=[S:44])=[O:41])[CH:37]=[CH:38][CH:39]=1. (6) Given the product [O:17]=[C:8]1[C:16]2[C:11](=[CH:12][CH:13]=[CH:14][CH:15]=2)[CH2:10][CH:9]1[C:3]([O:4][CH3:5])=[O:7], predict the reactants needed to synthesize it. The reactants are: [H-].[Na+].[C:3](=[O:7])([O-])[O:4][CH3:5].[C:8]1(=[O:17])[C:16]2[C:11](=[CH:12][CH:13]=[CH:14][CH:15]=2)[CH2:10][CH2:9]1. (7) Given the product [CH:1]([C:4]1[C:8]([CH2:9][CH2:10][C:11]([O:13][CH2:14][CH3:15])=[O:12])=[CH:7][N:6]([C:16]2[CH:21]=[CH:20][C:19]([C:22]([F:23])([F:25])[F:24])=[CH:18][N:17]=2)[N:5]=1)([CH3:2])[CH3:3], predict the reactants needed to synthesize it. The reactants are: [CH:1]([C:4]1[C:8](/[CH:9]=[CH:10]/[C:11]([O:13][CH2:14][CH3:15])=[O:12])=[CH:7][N:6]([C:16]2[CH:21]=[CH:20][C:19]([C:22]([F:25])([F:24])[F:23])=[CH:18][N:17]=2)[N:5]=1)([CH3:3])[CH3:2]. (8) Given the product [CH2:11]([C:9]1[N:8]([CH:13]2[C:21]3[C:16](=[CH:17][C:18]([C:22]4[CH:27]=[CH:26][CH:25]=[CH:24][C:23]=4[C:28]4[N:32]([C:33]([C:40]5[CH:41]=[CH:42][CH:43]=[CH:44][CH:45]=5)([C:46]5[CH:47]=[CH:48][CH:49]=[CH:50][CH:51]=5)[C:34]5[CH:39]=[CH:38][CH:37]=[CH:36][CH:35]=5)[N:31]=[N:30][N:29]=4)=[CH:19][CH:20]=3)[CH2:15][CH2:14]2)[C:6]2=[N:7][C:2]([C:56]#[C:55][C@@H:54]([OH:57])[CH3:53])=[CH:3][C:4]([CH3:52])=[C:5]2[N:10]=1)[CH3:12], predict the reactants needed to synthesize it. The reactants are: Br[C:2]1[N:7]=[C:6]2[N:8]([C@@H:13]3[C:21]4[C:16](=[CH:17][C:18]([C:22]5[CH:27]=[CH:26][CH:25]=[CH:24][C:23]=5[C:28]5[N:32]([C:33]([C:46]6[CH:51]=[CH:50][CH:49]=[CH:48][CH:47]=6)([C:40]6[CH:45]=[CH:44][CH:43]=[CH:42][CH:41]=6)[C:34]6[CH:39]=[CH:38][CH:37]=[CH:36][CH:35]=6)[N:31]=[N:30][N:29]=5)=[CH:19][CH:20]=4)[CH2:15][CH2:14]3)[C:9]([CH2:11][CH3:12])=[N:10][C:5]2=[C:4]([CH3:52])[CH:3]=1.[CH3:53][CH:54]([OH:57])[C:55]#[CH:56]. (9) Given the product [CH:31]1([C:20]2[C:21]3[C:26](=[CH:25][CH:24]=[CH:23][CH:22]=3)[N:18]([S:15]([C:12]3[CH:13]=[CH:14][C:9]([C:8]([NH:7][CH2:6][C:5]4[CH:29]=[CH:30][C:2]([F:1])=[CH:3][CH:4]=4)=[O:28])=[CH:10][CH:11]=3)(=[O:17])=[O:16])[CH:19]=2)[CH2:33][CH2:32]1, predict the reactants needed to synthesize it. The reactants are: [F:1][C:2]1[CH:30]=[CH:29][C:5]([CH2:6][NH:7][C:8](=[O:28])[C:9]2[CH:14]=[CH:13][C:12]([S:15]([N:18]3[C:26]4[C:21](=[CH:22][CH:23]=[CH:24][CH:25]=4)[C:20](I)=[CH:19]3)(=[O:17])=[O:16])=[CH:11][CH:10]=2)=[CH:4][CH:3]=1.[CH:31]1(B(O)O)[CH2:33][CH2:32]1.C1(P(C2CCCCC2)C2CCCCC2)CCCCC1.P([O-])([O-])([O-])=O.[K+].[K+].[K+].